This data is from Reaction yield outcomes from USPTO patents with 853,638 reactions. The task is: Predict the reaction yield, written as a fraction of the theoretical maximum amount of product (1.0 means a 100% yield; for example, 0.34 means a 34% yield). (1) The reactants are [CH:1]1([CH:7]2[CH:16]3[CH2:17][CH2:18][CH2:19][O:20][CH:15]3[C:14]3[CH:13]=[C:12]([NH:21]C(=O)[O-])[CH:11]=[CH:10][C:9]=3[NH:8]2)[CH2:6][CH2:5][CH2:4][CH2:3][CH2:2]1.C(O)(C(F)(F)F)=O.[OH-].[Na+]. The catalyst is C(Cl)Cl. The product is [CH:1]1([CH:7]2[CH:16]3[CH2:17][CH2:18][CH2:19][O:20][CH:15]3[C:14]3[CH:13]=[C:12]([NH2:21])[CH:11]=[CH:10][C:9]=3[NH:8]2)[CH2:2][CH2:3][CH2:4][CH2:5][CH2:6]1. The yield is 0.860. (2) The reactants are [C:1]([O:5][C:6]([NH:8][C@:9]([C:26](=[O:28])[NH2:27])([C:21]([O:23][CH2:24][CH3:25])=[O:22])[CH2:10][C:11](OCC1C=CC=CC=1)=[O:12])=[O:7])([CH3:4])([CH3:3])[CH3:2].C(=O)([O-])[O-].[K+].[K+].Cl. The catalyst is CC(C)=O.O. The product is [C:1]([O:5][C:6]([NH:8][C@:9]1([C:21]([O:23][CH2:24][CH3:25])=[O:22])[CH2:10][C:11](=[O:12])[NH:27][C:26]1=[O:28])=[O:7])([CH3:4])([CH3:3])[CH3:2]. The yield is 0.900. (3) The reactants are Cl[C:2]1[C:3]([F:22])=[CH:4][N:5]2[C:10]([C:11]=1[CH3:12])=[C:9]([CH:13]1[CH2:15][CH2:14]1)[CH:8]=[C:7]([C:16]([O:18][CH2:19][CH3:20])=[O:17])[C:6]2=[O:21].[C:23]([C:26]1[CH:31]=[CH:30][C:29](B(O)O)=[CH:28][CH:27]=1)(=[O:25])[NH2:24]. No catalyst specified. The product is [C:23]([C:26]1[CH:31]=[CH:30][C:29]([C:2]2[C:3]([F:22])=[CH:4][N:5]3[C:10]([C:11]=2[CH3:12])=[C:9]([CH:13]2[CH2:15][CH2:14]2)[CH:8]=[C:7]([C:16]([O:18][CH2:19][CH3:20])=[O:17])[C:6]3=[O:21])=[CH:28][CH:27]=1)(=[O:25])[NH2:24]. The yield is 0.850. (4) The reactants are [Cl-].O[NH3+:3].[C:4](=[O:7])([O-])[OH:5].[Na+].CS(C)=O.[OH:13][C:14]([CH3:53])([CH3:52])[CH2:15][O:16][C@H:17]1[CH2:22][CH2:21][C@H:20]([N:23]2[C:28](=[O:29])[C:27]([CH2:30][C:31]3[CH:36]=[CH:35][C:34]([C:37]4[C:38]([C:43]#[N:44])=[CH:39][CH:40]=[CH:41][CH:42]=4)=[CH:33][CH:32]=3)=[C:26]([CH2:45][CH2:46][CH3:47])[N:25]3[N:48]=[C:49]([CH3:51])[N:50]=[C:24]23)[CH2:19][CH2:18]1. The catalyst is O.C(OCC)(=O)C. The product is [OH:13][C:14]([CH3:52])([CH3:53])[CH2:15][O:16][C@H:17]1[CH2:22][CH2:21][C@H:20]([N:23]2[C:28](=[O:29])[C:27]([CH2:30][C:31]3[CH:36]=[CH:35][C:34]([C:37]4[CH:42]=[CH:41][CH:40]=[CH:39][C:38]=4[C:43]4[NH:3][C:4](=[O:7])[O:5][N:44]=4)=[CH:33][CH:32]=3)=[C:26]([CH2:45][CH2:46][CH3:47])[N:25]3[N:48]=[C:49]([CH3:51])[N:50]=[C:24]23)[CH2:19][CH2:18]1. The yield is 0.390. (5) The reactants are [Cl:1][C:2]1[C:7]([C:8]([NH:10][C:11]2[CH:16]=[C:15]([O:17][CH3:18])[CH:14]=[C:13]([O:19][CH3:20])[CH:12]=2)=[O:9])=[C:6](Cl)[N:5]=[CH:4][N:3]=1.[NH3:22]. The catalyst is O1CCOCC1. The product is [NH2:22][C:6]1[C:7]([C:8]([NH:10][C:11]2[CH:16]=[C:15]([O:17][CH3:18])[CH:14]=[C:13]([O:19][CH3:20])[CH:12]=2)=[O:9])=[C:2]([Cl:1])[N:3]=[CH:4][N:5]=1. The yield is 1.00.